From a dataset of Catalyst prediction with 721,799 reactions and 888 catalyst types from USPTO. Predict which catalyst facilitates the given reaction. Reactant: CC(O)(C)C.[K].[Br:7][C:8]1[CH:13]=[CH:12][C:11]([NH:14][C:15](=[O:17])[CH3:16])=[C:10]([C:18](=O)[C:19]2[CH:24]=[CH:23][CH:22]=[C:21]([Cl:25])[CH:20]=2)[CH:9]=1. The catalyst class is: 57. Product: [Br:7][C:8]1[CH:9]=[C:10]2[C:11](=[CH:12][CH:13]=1)[NH:14][C:15](=[O:17])[CH:16]=[C:18]2[C:19]1[CH:24]=[CH:23][CH:22]=[C:21]([Cl:25])[CH:20]=1.